From a dataset of Reaction yield outcomes from USPTO patents with 853,638 reactions. Predict the reaction yield, written as a fraction of the theoretical maximum amount of product (1.0 means a 100% yield; for example, 0.34 means a 34% yield). (1) The reactants are [Br:1][C:2]1[CH:3]=[CH:4][C:5]([N+:17]([O-])=O)=[C:6]([CH:8]=[N:9][C:10]2[CH:15]=[CH:14][C:13]([F:16])=[CH:12][CH:11]=2)[CH:7]=1.P(OCC)(OCC)OCC. No catalyst specified. The product is [Br:1][C:2]1[CH:3]=[CH:4][C:5]2[C:6](=[CH:8][N:9]([C:10]3[CH:15]=[CH:14][C:13]([F:16])=[CH:12][CH:11]=3)[N:17]=2)[CH:7]=1. The yield is 0.620. (2) The reactants are [OH:1][C:2]1[CH:7]=[CH:6][C:5]([CH2:8][C:9]([O:11][CH2:12][CH3:13])=[O:10])=[CH:4][CH:3]=1.[C:14]([O-])([O-])=O.[K+].[K+].COS(OC)(=O)=O. The catalyst is C(#N)C. The product is [CH3:14][O:1][C:2]1[CH:3]=[CH:4][C:5]([CH2:8][C:9]([O:11][CH2:12][CH3:13])=[O:10])=[CH:6][CH:7]=1. The yield is 0.840. (3) The reactants are [F:1][CH:2]([F:43])[O:3][C@H:4]([CH3:42])[C@H:5]([NH:37][C:38](=[O:41])[O:39][CH3:40])[C:6](=[O:36])[N:7]1[CH2:11][CH2:10][CH2:9][C@H:8]1[C:12]1[NH:13][C:14]([C:17]2[CH:26]=[CH:25][C:24]3[C:19](=[CH:20][CH:21]=[C:22](B4OC(C)(C)C(C)(C)O4)[CH:23]=3)[CH:18]=2)=[CH:15][N:16]=1.Br[C:45]1[CH:50]=[CH:49][C:48]([C:51]2[NH:55][C:54]([C@@H:56]3[CH2:60][CH2:59][CH2:58][N:57]3[C:61]([O:63][C:64]([CH3:67])([CH3:66])[CH3:65])=[O:62])=[N:53][CH:52]=2)=[CH:47][CH:46]=1.C(=O)([O-])[O-].[K+].[K+]. The catalyst is C(COC)OC. The product is [F:1][CH:2]([F:43])[O:3][C@H:4]([CH3:42])[C@H:5]([NH:37][C:38]([O:39][CH3:40])=[O:41])[C:6]([N:7]1[CH2:11][CH2:10][CH2:9][C@H:8]1[C:12]1[NH:13][C:14]([C:17]2[CH:18]=[C:19]3[C:24](=[CH:25][CH:26]=2)[CH:23]=[C:22]([C:45]2[CH:46]=[CH:47][C:48]([C:51]4[NH:55][C:54]([C@@H:56]5[CH2:60][CH2:59][CH2:58][N:57]5[C:61]([O:63][C:64]([CH3:67])([CH3:66])[CH3:65])=[O:62])=[N:53][CH:52]=4)=[CH:49][CH:50]=2)[CH:21]=[CH:20]3)=[CH:15][N:16]=1)=[O:36]. The yield is 0.450.